This data is from Catalyst prediction with 721,799 reactions and 888 catalyst types from USPTO. The task is: Predict which catalyst facilitates the given reaction. (1) Reactant: [NH2:1][C:2]1[N:7]=[CH:6][N:5]=[C:4]2[N:8]([CH:12]([C:14]3[CH:19]=[N:18][N:17]([C:20]4[CH:21]=[N:22][CH:23]=[CH:24][CH:25]=4)[C:16](=[O:26])[C:15]=3[C:27]3[CH:32]=[CH:31][CH:30]=[CH:29][CH:28]=3)[CH3:13])[N:9]=[C:10](I)[C:3]=12.[F:33][C:34]1[CH:35]=[C:36](B(O)O)[CH:37]=[C:38]([OH:40])[CH:39]=1. Product: [NH2:1][C:2]1[N:7]=[CH:6][N:5]=[C:4]2[N:8]([CH:12]([C:14]3[CH:19]=[N:18][N:17]([C:20]4[CH:21]=[N:22][CH:23]=[CH:24][CH:25]=4)[C:16](=[O:26])[C:15]=3[C:27]3[CH:32]=[CH:31][CH:30]=[CH:29][CH:28]=3)[CH3:13])[N:9]=[C:10]([C:36]3[CH:37]=[C:38]([OH:40])[CH:39]=[C:34]([F:33])[CH:35]=3)[C:3]=12. The catalyst class is: 73. (2) Reactant: [NH:1]1[C:9]2[C:4](=[CH:5][CH:6]=[CH:7][CH:8]=2)[C:3]([CH2:10][C:11]([CH3:14])([NH2:13])[CH3:12])=[CH:2]1.[F:15][C:16]1[CH:17]=[C:18](/[CH:25]=[CH:26]/[C:27]([O:29][CH3:30])=[O:28])[CH:19]=[C:20]([F:24])[C:21]=1[CH:22]=O. Product: [CH3:12][C:11]1([CH3:14])[NH:13][CH:22]([C:21]2[C:20]([F:24])=[CH:19][C:18](/[CH:25]=[CH:26]/[C:27]([O:29][CH3:30])=[O:28])=[CH:17][C:16]=2[F:15])[C:2]2[NH:1][C:9]3[C:4]([C:3]=2[CH2:10]1)=[CH:5][CH:6]=[CH:7][CH:8]=3. The catalyst class is: 15. (3) Reactant: [CH3:1][O:2][C:3]1[CH:4]=[C:5]2[C:10](=[CH:11][CH:12]=1)[NH:9][C:8](=[O:13])[CH2:7][CH2:6]2.Cl[CH2:15][CH2:16][CH2:17]I.C([O-])([O-])=O.[Cs+].[Cs+].C([O-])([O-])=O.[K+].[K+].[CH2:31]([CH:35]1[CH2:40][CH2:39][NH:38][CH2:37][CH2:36]1)[CH2:32][CH2:33][CH3:34]. Product: [CH2:31]([CH:35]1[CH2:40][CH2:39][N:38]([CH2:15][CH2:16][CH2:17][N:9]2[C:10]3[C:5](=[CH:4][C:3]([O:2][CH3:1])=[CH:12][CH:11]=3)[CH2:6][CH2:7][C:8]2=[O:13])[CH2:37][CH2:36]1)[CH2:32][CH2:33][CH3:34]. The catalyst class is: 47. (4) Reactant: O[CH:2]=[C:3]1[C:11]2[C:6](=[CH:7][C:8]([C:12]([C:14]3[CH:15]=[C:16]([NH:20][C:21](=[O:23])[CH3:22])[CH:17]=[CH:18][CH:19]=3)=[O:13])=[CH:9][CH:10]=2)[NH:5][C:4]1=[O:24].[NH2:25][C:26]1[CH:31]=[CH:30][C:29]([N:32]2[CH2:37][CH2:36][O:35][CH2:34][CH2:33]2)=[CH:28][CH:27]=1. Product: [N:32]1([C:29]2[CH:28]=[CH:27][C:26]([NH:25][CH:2]=[C:3]3[C:11]4[C:6](=[CH:7][C:8]([C:12]([C:14]5[CH:15]=[C:16]([NH:20][C:21](=[O:23])[CH3:22])[CH:17]=[CH:18][CH:19]=5)=[O:13])=[CH:9][CH:10]=4)[NH:5][C:4]3=[O:24])=[CH:31][CH:30]=2)[CH2:37][CH2:36][O:35][CH2:34][CH2:33]1. The catalyst class is: 1. (5) Product: [CH3:30][N:31]1[C@@H:32]([CH3:33])[C:10](=[O:21])[N:9]([C:5]2[CH:4]=[C:3]([C:2]([F:1])([F:22])[F:23])[CH:8]=[CH:7][N:6]=2)[C:29]1=[O:24]. The catalyst class is: 25. Reactant: [F:1][C:2]([F:23])([F:22])[C:3]1[CH:8]=[CH:7][N:6]=[C:5]([NH:9][C:10](=[O:21])OC2C=CC([N+]([O-])=O)=CC=2)[CH:4]=1.[O:24]1[CH2:29]COCC1.[CH3:30][NH:31][C@@H:32](C)[C:33](O)=O. (6) Reactant: [Br:1][C:2]1[CH:3]=[C:4]([CH:9]=[CH:10][C:11]=1[OH:12])[C:5]([O:7][CH3:8])=[O:6].C(=O)([O-])[O-].[K+].[K+].I[CH:20]([CH3:22])[CH3:21].C(OCC)(=O)C. Product: [Br:1][C:2]1[CH:3]=[C:4]([CH:9]=[CH:10][C:11]=1[O:12][CH:20]([CH3:22])[CH3:21])[C:5]([O:7][CH3:8])=[O:6]. The catalyst class is: 3.